Dataset: Forward reaction prediction with 1.9M reactions from USPTO patents (1976-2016). Task: Predict the product of the given reaction. (1) Given the reactants C(N(CC)C(C)C)(C)C.[I:10][C:11]1[CH:12]=[CH:13][C:14]([CH3:18])=[C:15]([OH:17])[CH:16]=1.Cl[CH2:20][O:21][CH3:22], predict the reaction product. The product is: [I:10][C:11]1[CH:12]=[CH:13][C:14]([CH3:18])=[C:15]([O:17][CH2:20][O:21][CH3:22])[CH:16]=1. (2) Given the reactants [NH:1]1[C:5]2[CH:6]=[CH:7][CH:8]=[CH:9][C:4]=2[N:3]=[C:2]1[S:10][C:11]1[O:15][C:14]([CH:16]2[C:25]3[C:24](=[O:26])[CH2:23][CH2:22][CH2:21][C:20]=3[NH:19][C:18]3N[N:28]=[CH:29][C:17]2=3)=[CH:13][CH:12]=1.CCCCC[CH2:35][CH3:36].[CH3:37][CH:38]([OH:40])C.C[OH:42], predict the reaction product. The product is: [CH2:38]([O:40][C:35]([C:36]1[NH:28][CH:29]=[C:17]2[CH:16]([C:14]3[O:15][C:11]([S:10][C:2]4[NH:1][C:5]5[CH:6]=[CH:7][CH:8]=[CH:9][C:4]=5[N:3]=4)=[CH:12][CH:13]=3)[C:25]3[C:24](=[O:26])[CH2:23][CH2:22][CH2:21][C:20]=3[NH:19][C:18]=12)=[O:42])[CH3:37]. (3) Given the reactants [Cl:1][C:2]1[CH:3]=[CH:4][C:5]2[O:9][CH:8]=[C:7]([CH2:10][CH2:11]I)[C:6]=2[CH:13]=1.[Cl:14][C:15]1[CH:16]=[C:17]2[C:22](=[C:23]([N:25]3[CH2:30][CH2:29][NH:28][CH2:27][CH2:26]3)[CH:24]=1)[N:21]=[CH:20][CH:19]=[CH:18]2, predict the reaction product. The product is: [Cl:1][C:2]1[CH:3]=[CH:4][C:5]2[O:9][CH:8]=[C:7]([CH2:10][CH2:11][N:28]3[CH2:29][CH2:30][N:25]([C:23]4[CH:24]=[C:15]([Cl:14])[CH:16]=[C:17]5[C:22]=4[N:21]=[CH:20][CH:19]=[CH:18]5)[CH2:26][CH2:27]3)[C:6]=2[CH:13]=1. (4) Given the reactants [Cl:1][C:2]1[C:6]([N:7]([CH2:15][CH3:16])[C:8](=[O:14])[CH:9]([CH3:13])[CH2:10][CH:11]=[O:12])=[CH:5][N:4]([C:17]2[CH:18]=[N:19][CH:20]=[CH:21][CH:22]=2)[N:3]=1.[CH3:23][Mg]Br.C([O-])(O)=O.[Na+].CC(OI1(OC(C)=O)(OC(C)=O)OC(=O)C2C=CC=CC1=2)=O, predict the reaction product. The product is: [Cl:1][C:2]1[C:6]([N:7]([CH2:15][CH3:16])[C:8](=[O:14])[CH:9]([CH3:13])[CH2:10][C:11](=[O:12])[CH3:23])=[CH:5][N:4]([C:17]2[CH:18]=[N:19][CH:20]=[CH:21][CH:22]=2)[N:3]=1. (5) Given the reactants [N:1]1([C:7]2[CH:8]=[CH:9][C:10]3[N:11]([C:13]([C:16]([F:19])([F:18])[F:17])=[N:14][N:15]=3)[N:12]=2)[CH2:6][CH2:5][NH:4][CH2:3][CH2:2]1.[F:20][C:21]1[CH:26]=[CH:25][C:24]([C:27]2[CH:28]=[C:29]([CH:32]=[CH:33][CH:34]=2)[CH:30]=O)=[CH:23][CH:22]=1, predict the reaction product. The product is: [F:20][C:21]1[CH:22]=[CH:23][C:24]([C:27]2[CH:28]=[C:29]([CH2:30][N:4]3[CH2:3][CH2:2][N:1]([C:7]4[CH:8]=[CH:9][C:10]5[N:11]([C:13]([C:16]([F:17])([F:18])[F:19])=[N:14][N:15]=5)[N:12]=4)[CH2:6][CH2:5]3)[CH:32]=[CH:33][CH:34]=2)=[CH:25][CH:26]=1. (6) Given the reactants [N:1]12[CH2:9][CH:5]([CH2:6][CH2:7][CH2:8]1)[C:4](=[O:10])[CH2:3][CH2:2]2.N1C2C(=CC(C3C=NC(O[C@@H]4[C@H]5CN(CCC5)CC4)=NC=3)=CC=2)C=C1.[BH4-].[Na+].O, predict the reaction product. The product is: [N:1]12[CH2:9][CH:5]([CH2:6][CH2:7][CH2:8]1)[CH:4]([OH:10])[CH2:3][CH2:2]2.